This data is from Reaction yield outcomes from USPTO patents with 853,638 reactions. The task is: Predict the reaction yield, written as a fraction of the theoretical maximum amount of product (1.0 means a 100% yield; for example, 0.34 means a 34% yield). The reactants are C1(P(C2C=CC=CC=2)C2C=CC3C(=CC=CC=3)C=2C2C3C(=CC=CC=3)C=CC=2P(C2C=CC=CC=2)C2C=CC=CC=2)C=CC=CC=1.I[C:48]1[CH:53]=[CH:52][C:51]([O:54][CH:55]2[CH2:60][CH2:59][N:58]([CH:61]([CH3:63])[CH3:62])[CH2:57][CH2:56]2)=[CH:50][CH:49]=1.[N:64]1([C:70]([O:72][C:73]([CH3:76])([CH3:75])[CH3:74])=[O:71])[CH2:69][CH2:68][NH:67][CH2:66][CH2:65]1.CC(C)([O-])C.[Na+]. The catalyst is C1(C)C=CC=CC=1.C([O-])(=O)C.[Pd+2].C([O-])(=O)C. The product is [CH3:62][CH:61]([N:58]1[CH2:59][CH2:60][CH:55]([O:54][C:51]2[CH:52]=[CH:53][C:48]([N:67]3[CH2:66][CH2:65][N:64]([C:70]([O:72][C:73]([CH3:76])([CH3:75])[CH3:74])=[O:71])[CH2:69][CH2:68]3)=[CH:49][CH:50]=2)[CH2:56][CH2:57]1)[CH3:63]. The yield is 0.660.